From a dataset of Reaction yield outcomes from USPTO patents with 853,638 reactions. Predict the reaction yield, written as a fraction of the theoretical maximum amount of product (1.0 means a 100% yield; for example, 0.34 means a 34% yield). (1) The reactants are [O:1]=[C:2]1[NH:7][C:6]2[CH:8]=[C:9]([C:12](OC)=[O:13])[CH:10]=[N:11][C:5]=2[N:4]2[CH2:16][CH2:17][O:18][CH2:19][CH:3]12.[H-].[Na+].[H-].[Al+3].[Li+].[H-].[H-].[H-].CO. The catalyst is O1CCCC1.O.C(OCC)(=O)C. The product is [OH:13][CH2:12][C:9]1[CH:10]=[N:11][C:5]2[N:4]3[CH2:16][CH2:17][O:18][CH2:19][CH:3]3[C:2](=[O:1])[NH:7][C:6]=2[CH:8]=1. The yield is 0.735. (2) The reactants are [CH3:1][S:2]([OH:5])(=[O:4])=[O:3].C(OC([NH:13][C@@H:14]([CH2:30][C:31]1[CH:36]=[CH:35][C:34]([OH:37])=[C:33]([OH:38])[CH:32]=1)[C:15]([O:17][CH2:18][C@H:19]([O:21][C:22]([C:24]1[CH:29]=[CH:28][CH:27]=[CH:26][CH:25]=1)=[O:23])[CH3:20])=[O:16])=O)(C)(C)C.C(OC)(C)(C)C. The catalyst is O1CCOCC1. The yield is 0.540. The product is [S:2]([OH:5])(=[O:4])(=[O:3])[CH3:1].[NH2:13][C@@H:14]([CH2:30][C:31]1[CH:36]=[CH:35][C:34]([OH:37])=[C:33]([OH:38])[CH:32]=1)[C:15]([O:17][CH2:18][C@H:19]([O:21][C:22]([C:24]1[CH:29]=[CH:28][CH:27]=[CH:26][CH:25]=1)=[O:23])[CH3:20])=[O:16]. (3) The reactants are [Cl:1][C:2]1[CH:10]=[C:9]2[C:5]([C:6](=O)[C:7](=[O:21])[N:8]2[CH:11]([CH2:15][CH:16]2[CH2:20][CH2:19][CH2:18][CH2:17]2)[C:12]([OH:14])=[O:13])=[CH:4][CH:3]=1.O.NN. No catalyst specified. The product is [Cl:1][C:2]1[CH:10]=[C:9]2[C:5]([CH2:6][C:7](=[O:21])[N:8]2[CH:11]([CH2:15][CH:16]2[CH2:20][CH2:19][CH2:18][CH2:17]2)[C:12]([OH:14])=[O:13])=[CH:4][CH:3]=1. The yield is 0.940. (4) The reactants are O[CH2:2][C:3]1[CH:12]=[N:11][C:10]2[N:9]3[CH2:13][CH2:14][S:15][CH2:16][C@H:8]3[C:7](=[O:17])[NH:6][C:5]=2[CH:4]=1.[I-].C(C[P+](C)(C)C)#N.C(N(C(C)C)C(C)C)C.[N:35]1([C:41]2[CH:48]=[CH:47][C:44]([C:45]#[N:46])=[CH:43][CH:42]=2)[CH2:40][CH2:39][NH:38][CH2:37][CH2:36]1. The catalyst is C(#N)CC. The product is [O:17]=[C:7]1[NH:6][C:5]2[CH:4]=[C:3]([CH2:2][N:38]3[CH2:37][CH2:36][N:35]([C:41]4[CH:42]=[CH:43][C:44]([C:45]#[N:46])=[CH:47][CH:48]=4)[CH2:40][CH2:39]3)[CH:12]=[N:11][C:10]=2[N:9]2[CH2:13][CH2:14][S:15][CH2:16][C@@H:8]12. The yield is 0.269. (5) The reactants are Br[C:2]1[N:6]([S:7]([C:10]2[CH:15]=[CH:14][CH:13]=[C:12]([Cl:16])[CH:11]=2)(=[O:9])=[O:8])[CH:5]=[C:4]([CH2:17][N:18]([CH3:26])[C:19](=[O:25])[O:20][C:21]([CH3:24])([CH3:23])[CH3:22])[CH:3]=1.[F:27][C:28]1[CH:33]=[CH:32][C:31](B(O)O)=[CH:30][CH:29]=1.C(=O)([O-])[O-].[Na+].[Na+]. The catalyst is C1C=CC([P]([Pd]([P](C2C=CC=CC=2)(C2C=CC=CC=2)C2C=CC=CC=2)([P](C2C=CC=CC=2)(C2C=CC=CC=2)C2C=CC=CC=2)[P](C2C=CC=CC=2)(C2C=CC=CC=2)C2C=CC=CC=2)(C2C=CC=CC=2)C2C=CC=CC=2)=CC=1. The product is [Cl:16][C:12]1[CH:11]=[C:10]([S:7]([N:6]2[C:2]([C:31]3[CH:32]=[CH:33][C:28]([F:27])=[CH:29][CH:30]=3)=[CH:3][C:4]([CH2:17][N:18]([CH3:26])[C:19](=[O:25])[O:20][C:21]([CH3:24])([CH3:23])[CH3:22])=[CH:5]2)(=[O:9])=[O:8])[CH:15]=[CH:14][CH:13]=1. The yield is 0.870.